Dataset: Human Reference Interactome with 51,813 positive PPI pairs across 8,248 proteins, plus equal number of experimentally-validated negative pairs. Task: Binary Classification. Given two protein amino acid sequences, predict whether they physically interact or not. Protein 1 (ENSG00000105404) has sequence MAAQKDQQKDAEAEGLSGTTLLPKLIPSGAGREWLERRRATIRPWSTFVDQQRFSRPRNLGELCQRLVRNVEYYQSNYVFVFLGLILYCVVTSPMLLVALAVFFGACYILYLRTLESKLVLFGREVSPAHQYALAGGISFPFFWLAGAGSAVFWVLGATLVVIGSHAAFHQIEAVDGEELQMEPV*MAAQKDQQKDAEAEGLSGTTLLPKLIPSGAGREWLERRRATIRPWSTFVDQQRFSRPRNLGELCQRLVRNVEYYQSNYVFVFLGLILYCVVTSPMLLVALAVFFGACYILYLRT.... Protein 2 (ENSG00000166847) has sequence MELGELLYNKSEYIETASGNKVSRQSVLCGSQNIVLNGKTIVMNDCIIRGDLANVRVGRHCVVKSRSVIRPPFKKFSKGVAFFPLHIGDHVFIEEDCVVNAAQIGSYVHVGKNCVIGRRCVLKDCCKILDNTVLPPETVVPPFTVFSGCPGLFSGELPECTQELMIDVTKSYYQKFLPLTQV*MNDCIIRGDLANVRVGRHCVVKSRSVIRPPFKKFSKGVAFFPLHIGDHVFIEEDCVVNAAQIGSYVHVGKNCVIGRRCVLKDCCKILDNTVLPPETVVPMELGELLYNKSEYIETAS.... Result: 0 (the proteins do not interact).